Dataset: Catalyst prediction with 721,799 reactions and 888 catalyst types from USPTO. Task: Predict which catalyst facilitates the given reaction. (1) Product: [Cl:1][C:2]1[C:3]2[N:4]([C:23]([CH2:24][CH:25]3[CH2:27][CH2:26]3)=[N:22][N:21]=2)[CH:5]=[N:6][C:7]=1[N:8]1[CH2:13][CH2:12][CH:11]([C:14]2[CH:19]=[CH:18][CH:17]=[CH:16][C:15]=2[F:20])[CH2:10][CH2:9]1. Reactant: [Cl:1][C:2]1[C:3]([NH:21][NH:22][C:23](=O)[CH2:24][CH:25]2[CH2:27][CH2:26]2)=[N:4][CH:5]=[N:6][C:7]=1[N:8]1[CH2:13][CH2:12][CH:11]([C:14]2[CH:19]=[CH:18][CH:17]=[CH:16][C:15]=2[F:20])[CH2:10][CH2:9]1.C1(P(C2C=CC=CC=2)C2C=CC=CC=2)C=CC=CC=1.N([Si](C)(C)C)=[N+]=[N-].CCOC(/N=N/C(OCC)=O)=O.C1(C)C=CC=CC=1. The catalyst class is: 2. (2) Reactant: [C:1]([C:3]1[CH:4]=[CH:5][C:6]([F:21])=[C:7]([C@:9]2([CH3:20])[CH2:14][C@@H:13]([C:15]([F:18])([F:17])[F:16])[O:12][C:11]([NH2:19])=[N:10]2)[CH:8]=1)#[CH:2].C1(C)C=CC=CC=1.[N:29]([C:32]1[CH:39]=[CH:38][C:35]([C:36]#[N:37])=[CH:34][N:33]=1)=[N+:30]=[N-:31]. Product: [NH2:19][C:11]1[O:12][C@H:13]([C:15]([F:18])([F:16])[F:17])[CH2:14][C@:9]([C:7]2[CH:8]=[C:3]([C:1]3[N:31]=[N:30][N:29]([C:32]4[CH:39]=[CH:38][C:35]([C:36]#[N:37])=[CH:34][N:33]=4)[CH:2]=3)[CH:4]=[CH:5][C:6]=2[F:21])([CH3:20])[N:10]=1. The catalyst class is: 25. (3) Reactant: NC1C2N=C(COCC)N(CC(C)(O)C)C=2C2N=CC(Br)=CC=2N=1.[Br:25][C:26]1[CH:35]=[C:34]2[C:29]([C:30]([NH:39][CH2:40][C:41]([NH:44][C:45](=[O:51])[O:46][C:47]([CH3:50])([CH3:49])[CH3:48])([CH3:43])[CH3:42])=[C:31]([N+:36]([O-])=O)[CH:32]=[N:33]2)=[N:28][CH:27]=1. Product: [NH2:36][C:31]1[CH:32]=[N:33][C:34]2[C:29]([C:30]=1[NH:39][CH2:40][C:41]([NH:44][C:45](=[O:51])[O:46][C:47]([CH3:50])([CH3:49])[CH3:48])([CH3:43])[CH3:42])=[N:28][CH:27]=[C:26]([Br:25])[CH:35]=2. The catalyst class is: 10. (4) Reactant: [Cl:1][C:2]1[NH:7][C:6](=[O:8])[NH:5][C:4](=[O:9])[CH:3]=1.O.[Br-].[Li+].[H-].[Na+].[CH3:15][Si:16]([CH2:19][CH2:20][O:21][CH2:22]Cl)([CH3:18])[CH3:17].C(=O)([O-])[O-].[Na+].[Na+]. Product: [Cl:1][C:2]1[N:7]([CH2:22][O:21][CH2:20][CH2:19][Si:16]([CH3:18])([CH3:17])[CH3:15])[C:6](=[O:8])[NH:5][C:4](=[O:9])[CH:3]=1. The catalyst class is: 514. (5) Reactant: [Cl:1][C:2]1[CH:10]=[C:9]2[C:5]([C:6]([C:12]3[N:13]=[C:14]4[C:20]([C:21](O)=[O:22])=[CH:19][N:18]([CH2:24][O:25][CH2:26][CH2:27][Si:28]([CH3:31])([CH3:30])[CH3:29])[C:15]4=[N:16][CH:17]=3)=[N:7][N:8]2[CH3:11])=[CH:4][CH:3]=1.N1(O)C2C=CC=CC=2N=N1.C(N(CC)C(C)C)(C)C.[C@H:51]1([NH2:58])[CH2:56][CH2:55][C@@H:54]([NH2:57])[CH2:53][CH2:52]1. Product: [NH2:57][C@@H:54]1[CH2:55][CH2:56][C@H:51]([NH:58][C:21]([C:20]2[C:14]3[C:15](=[N:16][CH:17]=[C:12]([C:6]4[C:5]5[C:9](=[CH:10][C:2]([Cl:1])=[CH:3][CH:4]=5)[N:8]([CH3:11])[N:7]=4)[N:13]=3)[N:18]([CH2:24][O:25][CH2:26][CH2:27][Si:28]([CH3:29])([CH3:31])[CH3:30])[CH:19]=2)=[O:22])[CH2:52][CH2:53]1. The catalyst class is: 31.